This data is from Catalyst prediction with 721,799 reactions and 888 catalyst types from USPTO. The task is: Predict which catalyst facilitates the given reaction. (1) Reactant: [Cl:1][C:2]1[CH:9]=[CH:8][CH:7]=[CH:6][C:3]=1[NH:4][CH3:5].N1C=CC=CC=1.[N+:16]([C:19]1[CH:20]=[C:21]([S:25](Cl)(=[O:27])=[O:26])[CH:22]=[CH:23][CH:24]=1)([O-:18])=[O:17]. Product: [Cl:1][C:2]1[CH:9]=[CH:8][CH:7]=[CH:6][C:3]=1[N:4]([CH3:5])[S:25]([C:21]1[CH:22]=[CH:23][CH:24]=[C:19]([N+:16]([O-:18])=[O:17])[CH:20]=1)(=[O:26])=[O:27]. The catalyst class is: 34. (2) Reactant: CC([O:4][C@@H:5]1[C@@:9]2([CH3:30])[CH2:10][CH2:11][C@@H:12]3[C@@:17]4([CH3:29])[CH2:18][C@H:19](N5CCOCC5)[C@@H:20]([OH:22])[CH2:21][C@@H:16]4[CH2:15][CH2:14][C@H:13]3[C@@H:8]2[CH2:7][C@@H:6]1[N+:31]1(CC=C)[CH2:35][CH2:34][CH2:33][CH2:32]1)=O.[Br-].[OH-].C[N+](C)(C)C. Product: [O:22]1[C@H:20]2[CH2:19][C@H:18]3[C@:17]([CH3:29])([CH2:16][C@@H:21]12)[C@@H:12]1[C@H:13]([C@H:8]2[C@@:9]([CH2:10][CH2:11]1)([CH3:30])[C@@H:5]([OH:4])[C@@H:6]([N:31]1[CH2:35][CH2:34][CH2:33][CH2:32]1)[CH2:7]2)[CH2:14][CH2:15]3. The catalyst class is: 10. (3) The catalyst class is: 147. Reactant: [ClH:1].Cl.[NH2:3][CH:4]1[CH2:9][CH2:8][N:7]([CH2:10][CH2:11][N:12]2[C:21]3[C:16](=[N:17][CH:18]=[C:19]([O:22][CH3:23])[CH:20]=3)[CH:15]=[CH:14][C:13]2=[O:24])[CH2:6][CH2:5]1.C(N(CC)CC)C.[O:32]=[C:33]1[CH2:38][O:37][C:36]2[CH:39]=[CH:40][C:41]([CH:43]=O)=[N:42][C:35]=2[NH:34]1.[BH-](OC(C)=O)(OC(C)=O)OC(C)=O.[Na+].C([O-])(O)=O.[Na+]. Product: [ClH:1].[CH3:23][O:22][C:19]1[CH:20]=[C:21]2[C:16]([CH:15]=[CH:14][C:13](=[O:24])[N:12]2[CH2:11][CH2:10][N:7]2[CH2:6][CH2:5][CH:4]([NH:3][CH2:43][C:41]3[CH:40]=[CH:39][C:36]4[O:37][CH2:38][C:33](=[O:32])[NH:34][C:35]=4[N:42]=3)[CH2:9][CH2:8]2)=[N:17][CH:18]=1. (4) Reactant: [F:1][C:2]([F:31])([F:30])[C:3](O)(O)[CH:4]([O:11][C:12]1[CH:13]=[C:14]2[C:18](=[CH:19][CH:20]=1)[N:17]([C:21]1[CH:26]=[CH:25][C:24]([F:27])=[CH:23][CH:22]=1)[N:16]=[CH:15]2)[C:5]1[CH:10]=[CH:9][CH:8]=[CH:7][CH:6]=1.Cl.[NH2:33][OH:34]. Product: [F:1][C:2]([F:31])([F:30])[C:3](=[N:33][OH:34])[CH:4]([O:11][C:12]1[CH:13]=[C:14]2[C:18](=[CH:19][CH:20]=1)[N:17]([C:21]1[CH:26]=[CH:25][C:24]([F:27])=[CH:23][CH:22]=1)[N:16]=[CH:15]2)[C:5]1[CH:10]=[CH:9][CH:8]=[CH:7][CH:6]=1. The catalyst class is: 17. (5) Reactant: Cl.[CH:2]1([CH2:5][O:6][C:7]2[CH:15]=[CH:14][C:10]3[O:11][CH2:12][O:13][C:9]=3[C:8]=2[C:16]2[C:17]3[NH:24][C:23]([CH3:25])=[C:22]([C:26]([NH:28][CH:29]4[CH2:34][CH2:33][NH:32][CH2:31][CH2:30]4)=[O:27])[C:18]=3[N:19]=[CH:20][N:21]=2)[CH2:4][CH2:3]1.C1CCN2C(=NCCC2)CC1.[C:46](Cl)(=[O:48])[CH3:47].CO. Product: [C:46]([N:32]1[CH2:31][CH2:30][CH:29]([NH:28][C:26]([C:22]2[C:18]3[N:19]=[CH:20][N:21]=[C:16]([C:8]4[C:9]5[O:13][CH2:12][O:11][C:10]=5[CH:14]=[CH:15][C:7]=4[O:6][CH2:5][CH:2]4[CH2:4][CH2:3]4)[C:17]=3[NH:24][C:23]=2[CH3:25])=[O:27])[CH2:34][CH2:33]1)(=[O:48])[CH3:47]. The catalyst class is: 4. (6) Reactant: [C:1]1([C:29]2[CH:34]=[CH:33][CH:32]=[CH:31][CH:30]=2)[CH:6]=[CH:5][C:4]([CH2:7][C@@H:8]([NH:17][C:18](=[O:28])[C:19]2[CH:20]=[C:21]([CH:25]=[CH:26][CH:27]=2)[C:22]([OH:24])=[O:23])[CH2:9][C@H:10]([C:12]([O:14]CC)=[O:13])[CH3:11])=[CH:3][CH:2]=1.[OH-].[Na+]. Product: [C:1]1([C:29]2[CH:34]=[CH:33][CH:32]=[CH:31][CH:30]=2)[CH:2]=[CH:3][C:4]([CH2:7][C@@H:8]([NH:17][C:18](=[O:28])[C:19]2[CH:20]=[C:21]([CH:25]=[CH:26][CH:27]=2)[C:22]([OH:24])=[O:23])[CH2:9][C@H:10]([C:12]([OH:14])=[O:13])[CH3:11])=[CH:5][CH:6]=1. The catalyst class is: 8.